This data is from HIV replication inhibition screening data with 41,000+ compounds from the AIDS Antiviral Screen. The task is: Binary Classification. Given a drug SMILES string, predict its activity (active/inactive) in a high-throughput screening assay against a specified biological target. The compound is CCOC(=O)c1c(SC(=O)C(C)(C)Oc2ccc(Cl)cc2)n(-c2ccccc2)c(=S)n(-c2ccccc2)c1=O. The result is 0 (inactive).